Dataset: Reaction yield outcomes from USPTO patents with 853,638 reactions. Task: Predict the reaction yield, written as a fraction of the theoretical maximum amount of product (1.0 means a 100% yield; for example, 0.34 means a 34% yield). (1) The reactants are [Br:1][C:2]1[C:3](=[O:10])[N:4]([CH3:9])[C:5](Cl)=[N:6][CH:7]=1.[C:11]1([OH:17])[CH:16]=[CH:15][CH:14]=[CH:13][CH:12]=1. No catalyst specified. The product is [Br:1][C:2]1[C:3](=[O:10])[N:4]([CH3:9])[C:5]([O:17][C:11]2[CH:16]=[CH:15][CH:14]=[CH:13][CH:12]=2)=[N:6][CH:7]=1. The yield is 0.620. (2) The reactants are [Br:1][C:2]1[CH:7]=[CH:6][C:5]([CH2:8][CH2:9][NH2:10])=[C:4]([Cl:11])[CH:3]=1.[C:12](O[C:12]([O:14][C:15]([CH3:18])([CH3:17])[CH3:16])=[O:13])([O:14][C:15]([CH3:18])([CH3:17])[CH3:16])=[O:13]. The product is [Br:1][C:2]1[CH:7]=[CH:6][C:5]([CH2:8][CH2:9][NH:10][C:12](=[O:13])[O:14][C:15]([CH3:18])([CH3:17])[CH3:16])=[C:4]([Cl:11])[CH:3]=1. The yield is 0.900. No catalyst specified. (3) The reactants are [C:1]1([S:7]([N:10]2[C:14]3[CH:15]=[N:16][C:17]([C:20]#[N:21])=[C:18]([OH:19])[C:13]=3[C:12]3[CH:22]=[C:23]([Br:26])[CH:24]=[N:25][C:11]2=3)(=[O:9])=[O:8])[CH:6]=[CH:5][CH:4]=[CH:3][CH:2]=1.[CH3:27][O:28][CH2:29][CH2:30]O.C1(P(C2C=CC=CC=2)C2C=CC=CC=2)C=CC=CC=1.N(C(OCC)=O)=NC(OCC)=O. The catalyst is CN(C=O)C.C(OCC)(=O)C. The product is [C:1]1([S:7]([N:10]2[C:14]3[CH:15]=[N:16][C:17]([C:20]#[N:21])=[C:18]([O:19][CH2:30][CH2:29][O:28][CH3:27])[C:13]=3[C:12]3[CH:22]=[C:23]([Br:26])[CH:24]=[N:25][C:11]2=3)(=[O:8])=[O:9])[CH:2]=[CH:3][CH:4]=[CH:5][CH:6]=1. The yield is 0.230. (4) The product is [CH:1]1([O:5][C:6]2[CH:7]=[C:8]([F:20])[C:9]([F:19])=[C:10]([CH:18]=2)[C:11]([OH:13])=[O:12])[CH2:4][CH2:3][CH2:2]1. The yield is 0.960. The reactants are [CH:1]1([O:5][C:6]2[CH:7]=[C:8]([F:20])[C:9]([F:19])=[C:10]([CH:18]=2)[C:11]([O:13]C2CCC2)=[O:12])[CH2:4][CH2:3][CH2:2]1.C(O)C.[OH-].[Na+]. The catalyst is O. (5) The reactants are Br[C:2]1[CH:3]=[C:4]2[C:9](=[CH:10][CH:11]=1)[N:8]=[CH:7][C:6]([C:12]([CH:14]1[CH2:16][CH2:15]1)=[O:13])=[C:5]2[NH:17][C:18]1[CH:23]=[CH:22][CH:21]=[C:20]([CH2:24][CH2:25][N:26]([CH3:28])[CH3:27])[CH:19]=1.[Cl:29][C:30]1[CH:35]=[C:34](B2OC(C)(C)C(C)(C)O2)[CH:33]=[C:32]([Cl:45])[C:31]=1[OH:46]. No catalyst specified. The product is [CH:14]1([C:12]([C:6]2[CH:7]=[N:8][C:9]3[C:4]([C:5]=2[NH:17][C:18]2[CH:23]=[CH:22][CH:21]=[C:20]([CH2:24][CH2:25][N:26]([CH3:28])[CH3:27])[CH:19]=2)=[CH:3][C:2]([C:34]2[CH:35]=[C:30]([Cl:29])[C:31]([OH:46])=[C:32]([Cl:45])[CH:33]=2)=[CH:11][CH:10]=3)=[O:13])[CH2:16][CH2:15]1. The yield is 0.710. (6) The reactants are [C:1]([O:5][C:6]([NH:8][C:9]1[CH:14]=[CH:13][C:12]([C:15]2[CH:24]=[CH:23][C:18]([C:19]([O:21]C)=[O:20])=[CH:17][CH:16]=2)=[CH:11][N:10]=1)=[O:7])([CH3:4])([CH3:3])[CH3:2].O1CCCC1.[OH-].[Na+].C(O)(=O)CC(CC(O)=O)(C(O)=O)O. The catalyst is C(O)CCC.CO. The product is [C:1]([O:5][C:6]([NH:8][C:9]1[CH:14]=[CH:13][C:12]([C:15]2[CH:16]=[CH:17][C:18]([C:19]([OH:21])=[O:20])=[CH:23][CH:24]=2)=[CH:11][N:10]=1)=[O:7])([CH3:4])([CH3:2])[CH3:3]. The yield is 0.490.